Dataset: Full USPTO retrosynthesis dataset with 1.9M reactions from patents (1976-2016). Task: Predict the reactants needed to synthesize the given product. (1) Given the product [NH2:22][C:20]1[N:21]=[C:16]2[CH:15]=[CH:14][C:13]([O:12][C:11]3[CH:10]=[C:9]([NH:8][C:6](=[O:7])[C:5]4[CH:33]=[CH:34][CH:35]=[C:3]([C:2]([F:37])([F:36])[F:1])[CH:4]=4)[CH:32]=[CH:31][CH:30]=3)=[N:18][N:17]2[CH:19]=1, predict the reactants needed to synthesize it. The reactants are: [F:1][C:2]([F:37])([F:36])[C:3]1[CH:4]=[C:5]([CH:33]=[CH:34][CH:35]=1)[C:6]([NH:8][C:9]1[CH:10]=[C:11]([CH:30]=[CH:31][CH:32]=1)[O:12][C:13]1[CH:14]=[CH:15][C:16]2[N:17]([CH:19]=[C:20]([NH:22]C(=O)OC(C)(C)C)[N:21]=2)[N:18]=1)=[O:7].Cl.C(OCC)(=O)C. (2) Given the product [CH2:32]([O:39][C:40]1[CH:45]=[CH:44][C:43]([O:31][CH2:30][CH2:29][N:26]2[CH2:27][CH2:28][O:23][CH2:24][CH2:25]2)=[CH:42][CH:41]=1)[C:33]1[CH:38]=[CH:37][CH:36]=[CH:35][CH:34]=1, predict the reactants needed to synthesize it. The reactants are: NC1N(C(OC(C)(C)C)=O)N=C(C2C=CC(O)=CC=2)C=1C#N.[O:23]1[CH2:28][CH2:27][N:26]([CH2:29][CH2:30][OH:31])[CH2:25][CH2:24]1.[CH2:32]([O:39][C:40]1[CH:45]=[CH:44][C:43](O)=[CH:42][CH:41]=1)[C:33]1[CH:38]=[CH:37][CH:36]=[CH:35][CH:34]=1. (3) Given the product [CH3:7][O:8][C:9]([C:11]1[CH:12]=[C:13]([CH3:34])[C:14]2[O:20][C:19]3[C:21]([Cl:30])=[CH:22][C:23]([NH:25][C:26](=[O:29])[CH2:27][NH:6][CH:1]4[CH2:5][CH2:4][CH2:3][CH2:2]4)=[CH:24][C:18]=3[CH2:17][S:16](=[O:32])(=[O:31])[C:15]=2[CH:33]=1)=[O:10], predict the reactants needed to synthesize it. The reactants are: [CH:1]1([NH2:6])[CH2:5][CH2:4][CH2:3][CH2:2]1.[CH3:7][O:8][C:9]([C:11]1[CH:12]=[C:13]([CH3:34])[C:14]2[O:20][C:19]3[C:21]([Cl:30])=[CH:22][C:23]([NH:25][C:26](=[O:29])[CH2:27]Cl)=[CH:24][C:18]=3[CH2:17][S:16](=[O:32])(=[O:31])[C:15]=2[CH:33]=1)=[O:10]. (4) Given the product [C:1]([O:5][C:6]([N:8]1[CH2:13][CH2:12][CH:11]([O:14][C:15]2[CH:16]=[C:17]3[C:22](=[CH:23][C:24]=2[C:33]#[N:34])[CH:21]=[N:20][CH:19]=[CH:18]3)[CH2:10][CH2:9]1)=[O:7])([CH3:4])([CH3:3])[CH3:2], predict the reactants needed to synthesize it. The reactants are: [C:1]([O:5][C:6]([N:8]1[CH2:13][CH2:12][CH:11]([O:14][C:15]2[CH:16]=[C:17]3[C:22](=[CH:23][C:24]=2Br)[CH:21]=[N:20][CH:19]=[CH:18]3)[CH2:10][CH2:9]1)=[O:7])([CH3:4])([CH3:3])[CH3:2].O.C(OCC)(=O)C.[CH3:33][N:34](C=O)C.